This data is from Forward reaction prediction with 1.9M reactions from USPTO patents (1976-2016). The task is: Predict the product of the given reaction. (1) Given the reactants [C:1]1(=[O:8])[O:7][C:5](=[O:6])[CH2:4][CH2:3][CH2:2]1.[CH2:9]([O:11][C:12]1[CH:13]=[C:14]([C:21]2[C@@H:30]3[C@@H:25]([CH2:26][CH:27]=[CH:28][CH2:29]3)[C:24](=[O:31])[N:23]([CH:32]3[CH2:37][CH2:36][N:35](S(C4C=CC(C)=CC=4)(=O)=O)[CH2:34][CH2:33]3)[N:22]=2)[CH:15]=[CH:16][C:17]=1[O:18][CH2:19][CH3:20])[CH3:10], predict the reaction product. The product is: [CH2:9]([O:11][C:12]1[CH:13]=[C:14]([C:21]2[C@@H:30]3[C@@H:25]([CH2:26][CH:27]=[CH:28][CH2:29]3)[C:24](=[O:31])[N:23]([CH:32]3[CH2:33][CH2:34][N:35]([C:5](=[O:6])[CH2:4][CH2:3][CH2:2][C:1]([OH:7])=[O:8])[CH2:36][CH2:37]3)[N:22]=2)[CH:15]=[CH:16][C:17]=1[O:18][CH2:19][CH3:20])[CH3:10]. (2) The product is: [CH3:28][O:29][C:30]1[CH:35]=[C:34]([O:36][CH3:37])[CH:33]=[CH:32][C:31]=1[NH:38][C:39](=[O:40])[N:16]([CH2:15][CH2:14][O:13][C:10]1[CH:9]=[CH:8][C:7]([CH2:6][CH:5]([O:24][CH2:25][CH3:26])[C:4]([OH:3])=[O:27])=[CH:12][CH:11]=1)[CH2:17][CH2:18][CH2:19][CH2:20][CH2:21][CH2:22][CH3:23]. Given the reactants C([O:3][C:4](=[O:27])[CH:5]([O:24][CH2:25][CH3:26])[CH2:6][C:7]1[CH:12]=[CH:11][C:10]([O:13][CH2:14][CH2:15][NH:16][CH2:17][CH2:18][CH2:19][CH2:20][CH2:21][CH2:22][CH3:23])=[CH:9][CH:8]=1)C.[CH3:28][O:29][C:30]1[CH:35]=[C:34]([O:36][CH3:37])[CH:33]=[CH:32][C:31]=1[N:38]=[C:39]=[O:40], predict the reaction product. (3) Given the reactants [CH3:1][O:2][C:3](=[O:16])[C:4](=O)[CH:5](Cl)[C:6]1[CH:11]=[CH:10][CH:9]=[C:8]([Cl:12])[C:7]=1[Cl:13].[C:17]([NH2:20])(=[S:19])[CH3:18], predict the reaction product. The product is: [CH3:1][O:2][C:3]([C:4]1[N:20]=[C:17]([CH3:18])[S:19][C:5]=1[C:6]1[CH:11]=[CH:10][CH:9]=[C:8]([Cl:12])[C:7]=1[Cl:13])=[O:16]. (4) Given the reactants [O:1]=[S:2]1(=[O:26])[C:7]2[CH:8]=[C:9]([O:12][C:13]3[CH:14]=[C:15]([CH:20]=[CH:21][CH:22]=3)[C:16]([O:18]C)=[O:17])[CH:10]=[CH:11][C:6]=2[N:5]2[CH2:23][CH2:24][CH2:25][C:4]2=[N:3]1.Cl.[OH-:28].[Na+], predict the reaction product. The product is: [NH2:3][S:2]([C:7]1[CH:8]=[C:9]([CH:10]=[CH:11][C:6]=1[N:5]1[CH2:23][CH2:24][CH2:25][C:4]1=[O:28])[O:12][C:13]1[CH:14]=[C:15]([CH:20]=[CH:21][CH:22]=1)[C:16]([OH:18])=[O:17])(=[O:26])=[O:1]. (5) Given the reactants [C:1]([O:5][C:6]([NH:8][C:9]1[CH:10]=[C:11]([CH:16]=[CH:17][CH:18]=1)[C:12]([O:14][CH3:15])=[O:13])=[O:7])([CH3:4])([CH3:3])[CH3:2].[H-].[Na+].[CH2:21](Br)[C:22]1[CH:27]=[CH:26][CH:25]=[CH:24][CH:23]=1.O, predict the reaction product. The product is: [CH2:21]([N:8]([C:6]([O:5][C:1]([CH3:4])([CH3:2])[CH3:3])=[O:7])[C:9]1[CH:10]=[C:11]([CH:16]=[CH:17][CH:18]=1)[C:12]([O:14][CH3:15])=[O:13])[C:22]1[CH:27]=[CH:26][CH:25]=[CH:24][CH:23]=1. (6) The product is: [CH2:1]([O:3][C:4](=[O:20])[C:5]1[CH:17]=[C:16]([CH2:18][O:19][CH3:24])[CH:15]=[C:7]([C:8]([N:10]([CH3:14])[CH2:11][CH2:12][CH3:13])=[O:9])[CH:6]=1)[CH3:2]. Given the reactants [CH2:1]([O:3][C:4](=[O:20])[C:5]1[CH:17]=[C:16]([CH2:18][OH:19])[CH:15]=[C:7]([C:8]([N:10]([CH3:14])[CH2:11][CH2:12][CH3:13])=[O:9])[CH:6]=1)[CH3:2].[H-].[Na+].I[CH3:24], predict the reaction product. (7) The product is: [CH3:30][O:33][C:3]1[CH:4]=[CH:5][C:6]([CH2:7][S:8][C:9]2[CH:10]=[C:11]([O:19][CH2:20][O:21][CH3:22])[C:12](=[O:18])[N:13]([CH2:15][O:16][CH3:17])[CH:14]=2)=[CH:23][CH:24]=1. Given the reactants C([C:3]1[CH:24]=[CH:23][C:6]([CH2:7][S:8][C:9]2[CH:10]=[C:11]([O:19][CH2:20][O:21][CH3:22])[C:12](=[O:18])[N:13]([CH2:15][O:16][CH3:17])[CH:14]=2)=[CH:5][CH:4]=1)C.ClCC1C=C[C:30]([O:33]C)=CC=1, predict the reaction product.